Dataset: NCI-60 drug combinations with 297,098 pairs across 59 cell lines. Task: Regression. Given two drug SMILES strings and cell line genomic features, predict the synergy score measuring deviation from expected non-interaction effect. (1) Drug 1: CC1C(C(CC(O1)OC2CC(CC3=C2C(=C4C(=C3O)C(=O)C5=C(C4=O)C(=CC=C5)OC)O)(C(=O)CO)O)N)O.Cl. Drug 2: N.N.Cl[Pt+2]Cl. Cell line: TK-10. Synergy scores: CSS=22.2, Synergy_ZIP=-1.14, Synergy_Bliss=7.71, Synergy_Loewe=-5.55, Synergy_HSA=-0.310. (2) Drug 1: C1C(C(OC1N2C=C(C(=O)NC2=O)F)CO)O. Drug 2: CCCCC(=O)OCC(=O)C1(CC(C2=C(C1)C(=C3C(=C2O)C(=O)C4=C(C3=O)C=CC=C4OC)O)OC5CC(C(C(O5)C)O)NC(=O)C(F)(F)F)O. Cell line: NCI-H322M. Synergy scores: CSS=7.46, Synergy_ZIP=-5.16, Synergy_Bliss=1.98, Synergy_Loewe=-1.90, Synergy_HSA=-1.95.